Dataset: Catalyst prediction with 721,799 reactions and 888 catalyst types from USPTO. Task: Predict which catalyst facilitates the given reaction. Reactant: [OH:1][C:2]1[C:11]2[C:6](=[CH:7][CH:8]=[C:9]([O:12][CH3:13])[N:10]=2)[N:5]=[CH:4][CH:3]=1.N1C(C)=CC=CC=1C.[F:22][C:23]([F:36])([F:35])[S:24](O[S:24]([C:23]([F:36])([F:35])[F:22])(=[O:26])=[O:25])(=[O:26])=[O:25]. The catalyst class is: 112. Product: [F:22][C:23]([F:36])([F:35])[S:24]([O:1][C:2]1[C:11]2[C:6](=[CH:7][CH:8]=[C:9]([O:12][CH3:13])[N:10]=2)[N:5]=[CH:4][CH:3]=1)(=[O:26])=[O:25].